From a dataset of Reaction yield outcomes from USPTO patents with 853,638 reactions. Predict the reaction yield, written as a fraction of the theoretical maximum amount of product (1.0 means a 100% yield; for example, 0.34 means a 34% yield). (1) The product is [N:16]1[C:17]2[C:22](=[CH:21][CH:20]=[CH:19][CH:18]=2)[CH:23]=[CH:24][C:15]=1[N:12]1[CH2:13][CH2:14][CH:9]([O:8][C:3]2[C:2]([N:25]3[CH2:30][CH2:29][CH:28]([C:31]#[N:32])[CH2:27][CH2:26]3)=[CH:7][CH:6]=[CH:5][N:4]=2)[CH2:10][CH2:11]1. The catalyst is C1(C)C=CC=CC=1.C1C=CC(/C=C/C(/C=C/C2C=CC=CC=2)=O)=CC=1.C1C=CC(/C=C/C(/C=C/C2C=CC=CC=2)=O)=CC=1.C1C=CC(/C=C/C(/C=C/C2C=CC=CC=2)=O)=CC=1.[Pd].[Pd]. The yield is 0.700. The reactants are Br[C:2]1[C:3]([O:8][CH:9]2[CH2:14][CH2:13][N:12]([C:15]3[CH:24]=[CH:23][C:22]4[C:17](=[CH:18][CH:19]=[CH:20][CH:21]=4)[N:16]=3)[CH2:11][CH2:10]2)=[N:4][CH:5]=[CH:6][CH:7]=1.[NH:25]1[CH2:30][CH2:29][CH:28]([C:31]#[N:32])[CH2:27][CH2:26]1.C1(P(C2C=CC=CC=2)C2C=CC3C(=CC=CC=3)C=2C2C3C(=CC=CC=3)C=CC=2P(C2C=CC=CC=2)C2C=CC=CC=2)C=CC=CC=1.CC(C)([O-])C.[Na+]. (2) The reactants are [CH2:1]([O:3][C:4](=[O:42])[CH:5]([O:7][P:8]([CH2:17][C:18]([CH3:41])=[CH:19][CH2:20][C:21]1[C:22]([O:34]CC[Si](C)(C)C)=[C:23]2[C:27](=[C:28]([CH3:32])[C:29]=1[O:30][CH3:31])[CH2:26][O:25][C:24]2=[O:33])([O:10][C:11]1[CH:16]=[CH:15][CH:14]=[CH:13][CH:12]=1)=[O:9])[CH3:6])[CH3:2].C(O)(C(F)(F)F)=O. The catalyst is C(Cl)Cl. The product is [CH2:1]([O:3][C:4](=[O:42])[CH:5]([O:7][P:8]([CH2:17][C:18]([CH3:41])=[CH:19][CH2:20][C:21]1[C:22]([OH:34])=[C:23]2[C:27](=[C:28]([CH3:32])[C:29]=1[O:30][CH3:31])[CH2:26][O:25][C:24]2=[O:33])([O:10][C:11]1[CH:16]=[CH:15][CH:14]=[CH:13][CH:12]=1)=[O:9])[CH3:6])[CH3:2]. The yield is 0.900.